From a dataset of Full USPTO retrosynthesis dataset with 1.9M reactions from patents (1976-2016). Predict the reactants needed to synthesize the given product. Given the product [OH:12][C@H:8]1[C@H:7]([NH:13][C:14](=[O:20])[O:15][C:16]([CH3:17])([CH3:19])[CH3:18])[CH2:6][C:5]2[N:4]=[CH:3][C:2]([NH:1][C:22]3[C:27]([N+:28]([O-:30])=[O:29])=[CH:26][CH:25]=[C:24]([O:31][CH3:32])[N:23]=3)=[CH:11][C:10]=2[CH2:9]1, predict the reactants needed to synthesize it. The reactants are: [NH2:1][C:2]1[CH:3]=[N:4][C:5]2[CH2:6][C@@H:7]([NH:13][C:14](=[O:20])[O:15][C:16]([CH3:19])([CH3:18])[CH3:17])[C@H:8]([OH:12])[CH2:9][C:10]=2[CH:11]=1.Cl[C:22]1[C:27]([N+:28]([O-:30])=[O:29])=[CH:26][CH:25]=[C:24]([O:31][CH3:32])[N:23]=1.C(=O)(O)[O-].[Na+].